Dataset: Forward reaction prediction with 1.9M reactions from USPTO patents (1976-2016). Task: Predict the product of the given reaction. Given the reactants ClC1C=C2C(=CC=1)[N:7](S(C1C=CC=CC=1)(=O)=O)C(C(OCC)=O)=C2S(Cl)(=O)=O.[Br:29][C:30]1[CH:31]=[C:32]2[C:36](=[CH:37][CH:38]=1)[N:35](S(C1C=CC=CC=1)(=O)=O)[C:34]([C:48](OCC)=[O:49])=[C:33]2[S:53](Cl)(=[O:55])=[O:54].Cl.CN.Cl.[CH3:61][O:62][NH:63][CH3:64], predict the reaction product. The product is: [Br:29][C:30]1[CH:31]=[C:32]2[C:36](=[CH:37][CH:38]=1)[NH:35][C:34]([C:48]([NH2:7])=[O:49])=[C:33]2[S:53]([N:63]([O:62][CH3:61])[CH3:64])(=[O:54])=[O:55].